Dataset: Forward reaction prediction with 1.9M reactions from USPTO patents (1976-2016). Task: Predict the product of the given reaction. (1) Given the reactants C([O:3][C:4]([C:6]1([CH2:20][S:21][CH2:22][C:23]2[O:24][CH:25]=[CH:26][CH:27]=2)[C:10]([S:11][CH2:12][C:13]2[O:14][CH:15]=[CH:16][CH:17]=2)=[C:9]([OH:18])[C:8](=[O:19])[O:7]1)=O)C.[Li+].[BH4-].O.Cl, predict the reaction product. The product is: [O:14]1[CH:15]=[CH:16][CH:17]=[C:13]1[CH2:12][S:11][C:10]1[C:6]([CH2:20][S:21][CH2:22][C:23]2[O:24][CH:25]=[CH:26][CH:27]=2)([CH2:4][OH:3])[O:7][C:8](=[O:19])[C:9]=1[OH:18]. (2) Given the reactants [CH3:1][O:2][C:3](=[O:27])[CH2:4][C:5]1[CH:10]=[CH:9][CH:8]=[C:7]([O:11][C:12]2[CH:17]=[CH:16][C:15]([C:18]([F:21])([F:20])[F:19])=[CH:14][C:13]=2[CH:22](OC)[O:23]C)[CH:6]=1.Cl.CCOC(C)=O.O, predict the reaction product. The product is: [CH3:1][O:2][C:3](=[O:27])[CH2:4][C:5]1[CH:10]=[CH:9][CH:8]=[C:7]([O:11][C:12]2[CH:17]=[CH:16][C:15]([C:18]([F:19])([F:21])[F:20])=[CH:14][C:13]=2[CH:22]=[O:23])[CH:6]=1. (3) Given the reactants [NH2:1][C:2]1[CH:7]=[CH:6][CH:5]=[CH:4][C:3]=1[CH2:8][C:9]#[N:10].C(N(CC)CC)C.[CH3:18][S:19](Cl)(=[O:21])=[O:20], predict the reaction product. The product is: [CH3:18][S:19]([NH:1][C:2]1[CH:7]=[CH:6][CH:5]=[CH:4][C:3]=1[CH2:8][C:9]#[N:10])(=[O:21])=[O:20]. (4) The product is: [CH2:7]1[C:6]2[C:5](=[N:4][C:3]([C:11]([O:13][CH2:14][CH3:15])=[O:12])=[C:17]3[C:18]=2[CH:20]=[CH:21][CH:22]=[CH:23]3)[CH2:10][CH2:9][CH2:8]1. Given the reactants N1[C:6]2[CH2:7][CH2:8][CH2:9][CH2:10][C:5]=2[N:4]=[C:3]([C:11]([O:13][CH2:14][CH3:15])=[O:12])N=1.C(O)(=O)[C:17]1[C:18](=[CH:20][CH:21]=[CH:22][CH:23]=1)N.C(ON=O)CC(C)C, predict the reaction product. (5) Given the reactants [CH3:1][O:2][CH2:3][CH:4]([OH:14])[CH2:5][N:6]1[CH:10]=[CH:9][C:8]([N+:11]([O-])=O)=[N:7]1, predict the reaction product. The product is: [NH2:11][C:8]1[CH:9]=[CH:10][N:6]([CH2:5][CH:4]([OH:14])[CH2:3][O:2][CH3:1])[N:7]=1.